This data is from Catalyst prediction with 721,799 reactions and 888 catalyst types from USPTO. The task is: Predict which catalyst facilitates the given reaction. (1) Reactant: C[Si]([N-][Si](C)(C)C)(C)C.[Li+].[C:11]([C:14]1[N:15]=[N:16][CH:17]=[CH:18][CH:19]=1)(=[O:13])[CH3:12].[C:20](OC)(=[O:25])[C:21]([O:23][CH3:24])=[O:22]. Product: [N:16]1[CH:17]=[CH:18][CH:19]=[C:14]([C:11](=[O:13])[CH2:12][C:20](=[O:25])[C:21]([O:23][CH3:24])=[O:22])[N:15]=1. The catalyst class is: 7. (2) Reactant: [H-].[Na+].[CH:3]([O:5][CH2:6][CH3:7])=[O:4].C([O:10][C:11](=O)[CH2:12][O:13][CH2:14][C:15]1[CH:20]=[CH:19][CH:18]=[CH:17][CH:16]=1)C. Product: [CH2:14]([O:13][CH:12]([CH:11]=[O:10])[C:3]([O:5][CH2:6][CH3:7])=[O:4])[C:15]1[CH:20]=[CH:19][CH:18]=[CH:17][CH:16]=1. The catalyst class is: 28. (3) Reactant: [CH2:1]([O:3][C:4]1[CH:5]=[C:6]2[C:11](=[CH:12][C:13]=1[O:14][CH3:15])[N:10]=[CH:9][N:8]=[C:7]2[S:16][C:17]1[CH:18]=[C:19]([CH:21]=[CH:22][CH:23]=1)[NH2:20])[CH3:2].[F:24][C:25]([F:45])([F:44])[C:26]([C:29]1[O:33][N:32]=[C:31]([NH:34][C:35](=O)[O:36]C2C=CC=CC=2)[CH:30]=1)([CH3:28])[CH3:27]. Product: [CH2:1]([O:3][C:4]1[CH:5]=[C:6]2[C:11](=[CH:12][C:13]=1[O:14][CH3:15])[N:10]=[CH:9][N:8]=[C:7]2[S:16][C:17]1[CH:18]=[C:19]([NH:20][C:35]([NH:34][C:31]2[CH:30]=[C:29]([C:26]([CH3:28])([CH3:27])[C:25]([F:45])([F:44])[F:24])[O:33][N:32]=2)=[O:36])[CH:21]=[CH:22][CH:23]=1)[CH3:2]. The catalyst class is: 527. (4) Reactant: [NH2:1][C:2]1[N:7]=[C:6](O)[C:5]([CH2:9][C:10]([O:12][CH2:13][CH3:14])=[O:11])=[C:4]([C:15]([F:18])([F:17])[F:16])[N:3]=1.C1(N(C)C)C=CC=CC=1.O=P(Cl)(Cl)[Cl:30]. Product: [NH2:1][C:2]1[N:7]=[C:6]([Cl:30])[C:5]([CH2:9][C:10]([O:12][CH2:13][CH3:14])=[O:11])=[C:4]([C:15]([F:18])([F:17])[F:16])[N:3]=1. The catalyst class is: 23. (5) Reactant: Br[C:2]1[CH:9]=[CH:8][C:5]([C:6]#[N:7])=[C:4]([Cl:10])[CH:3]=1.[CH3:11][C:12]1([CH3:28])[C:16]([CH3:18])([CH3:17])[O:15][B:14]([B:14]2[O:15][C:16]([CH3:18])([CH3:17])[C:12]([CH3:28])([CH3:11])[O:13]2)[O:13]1.C([O-])(=O)C.[K+].C(Cl)Cl. Product: [Cl:10][C:4]1[CH:3]=[C:2]([B:14]2[O:15][C:16]([CH3:18])([CH3:17])[C:12]([CH3:28])([CH3:11])[O:13]2)[CH:9]=[CH:8][C:5]=1[C:6]#[N:7]. The catalyst class is: 75.